This data is from Catalyst prediction with 721,799 reactions and 888 catalyst types from USPTO. The task is: Predict which catalyst facilitates the given reaction. (1) Reactant: [I-].C([N+:9]1(C)[CH2:14][CH2:13][C:12](=[O:15])[CH:11]([C:16]2[CH:21]=[CH:20][CH:19]=[CH:18][C:17]=2[CH3:22])[CH2:10]1)C1C=CC=CC=1.[CH3:24][O:25][C:26]1[CH:27]=[C:28]([CH:30]=[C:31]([O:35][CH3:36])[C:32]=1[O:33][CH3:34])N.C(=O)([O-])[O-].[K+].[K+]. Product: [C:17]1([CH3:22])[CH:18]=[CH:19][CH:20]=[CH:21][C:16]=1[CH:11]1[C:12](=[O:15])[CH2:13][CH2:14][N:9]([C:28]2[CH:30]=[C:31]([O:35][CH3:36])[C:32]([O:33][CH3:34])=[C:26]([O:25][CH3:24])[CH:27]=2)[CH2:10]1. The catalyst class is: 97. (2) Reactant: [CH3:1][C:2]1[O:6][N:5]=[C:4]([C:7]2[CH:12]=[CH:11][CH:10]=[CH:9][CH:8]=2)[C:3]=1[CH2:13][O:14][C:15]1[CH:23]=[CH:22][C:18]([C:19]([OH:21])=O)=[CH:17][N:16]=1.F[B-](F)(F)F.N1(OC(N(C)C)=[N+](C)C)C2C=CC=CC=2N=N1.C(N(CC)C(C)C)(C)C.Cl.[CH2:56]([O:58][C:59](=[O:68])[CH2:60][N:61]1[CH2:66][CH2:65][CH2:64][CH:63]([NH2:67])[CH2:62]1)[CH3:57]. Product: [CH2:56]([O:58][C:59](=[O:68])[CH2:60][N:61]1[CH2:66][CH2:65][CH2:64][CH:63]([NH:67][C:19]([C:18]2[CH:17]=[N:16][C:15]([O:14][CH2:13][C:3]3[C:4]([C:7]4[CH:8]=[CH:9][CH:10]=[CH:11][CH:12]=4)=[N:5][O:6][C:2]=3[CH3:1])=[CH:23][CH:22]=2)=[O:21])[CH2:62]1)[CH3:57]. The catalyst class is: 3.